This data is from Forward reaction prediction with 1.9M reactions from USPTO patents (1976-2016). The task is: Predict the product of the given reaction. (1) Given the reactants Br[C:2]1[CH:3]=[C:4]([NH:10][C:11]2[CH:23]=[C:14]3[CH2:15][N:16]([CH:19]4[CH2:22][O:21][CH2:20]4)[CH2:17][CH2:18][N:13]3[N:12]=2)[C:5](=[O:9])[N:6]([CH3:8])[CH:7]=1.[C:24]([O:27][CH2:28][C:29]1[C:34](B2OC(C)(C)C(C)(C)O2)=[CH:33][CH:32]=[CH:31][C:30]=1[N:44]1[CH2:56][CH2:55][N:47]2[C:48]3[CH2:49][CH2:50][CH2:51][CH2:52][C:53]=3[CH:54]=[C:46]2[C:45]1=[O:57])(=[O:26])[CH3:25].CC([O-])=O.[Na+], predict the reaction product. The product is: [C:24]([O:27][CH2:28][C:29]1[C:30]([N:44]2[CH2:56][CH2:55][N:47]3[C:48]4[CH2:49][CH2:50][CH2:51][CH2:52][C:53]=4[CH:54]=[C:46]3[C:45]2=[O:57])=[CH:31][CH:32]=[CH:33][C:34]=1[C:2]1[CH:3]=[C:4]([NH:10][C:11]2[CH:23]=[C:14]3[CH2:15][N:16]([CH:19]4[CH2:22][O:21][CH2:20]4)[CH2:17][CH2:18][N:13]3[N:12]=2)[C:5](=[O:9])[N:6]([CH3:8])[CH:7]=1)(=[O:26])[CH3:25]. (2) Given the reactants O.[OH-].[Li+].[C:4]([C:6]1[C:7]([S:18][CH3:19])=[N:8][C:9]([OH:17])=[C:10]([CH:16]=1)[C:11]([O:13]CC)=[O:12])#[N:5], predict the reaction product. The product is: [C:4]([C:6]1[C:7]([S:18][CH3:19])=[N:8][C:9]([OH:17])=[C:10]([CH:16]=1)[C:11]([OH:13])=[O:12])#[N:5]. (3) Given the reactants [N:1]([CH2:4][C@@H:5]([C:7]1[C:16]2[C:11](=[C:12]([O:17][CH2:18][C:19]3[CH:24]=[CH:23][CH:22]=[CH:21][CH:20]=3)[CH:13]=[CH:14][CH:15]=2)[NH:10][C:9](=[O:25])[CH:8]=1)[OH:6])=[N+]=[N-].C1COCC1, predict the reaction product. The product is: [NH2:1][CH2:4][C@@H:5]([C:7]1[C:16]2[C:11](=[C:12]([O:17][CH2:18][C:19]3[CH:24]=[CH:23][CH:22]=[CH:21][CH:20]=3)[CH:13]=[CH:14][CH:15]=2)[NH:10][C:9](=[O:25])[CH:8]=1)[OH:6]. (4) Given the reactants [CH3:1][O:2][C:3]1[CH:10]=[CH:9][C:8]([O:11][CH3:12])=[CH:7][C:4]=1[CH:5]=O.[OH:13][N:14]1[C:22]2[C:17](=[CH:18][CH:19]=[CH:20][CH:21]=2)[CH2:16][C:15]1=[O:23].N1CCCCC1.C(Cl)Cl.CC(O)=O, predict the reaction product. The product is: [CH3:1][O:2][C:3]1[CH:10]=[CH:9][C:8]([O:11][CH3:12])=[CH:7][C:4]=1[CH:5]=[C:16]1[C:17]2[C:22](=[CH:21][CH:20]=[CH:19][CH:18]=2)[N:14]([OH:13])[C:15]1=[O:23]. (5) Given the reactants C[O:2][C:3](=O)[CH2:4][C:5]1[C:6]([F:16])=[C:7]2[C:12](=[CH:13][CH:14]=1)[N:11]=[CH:10][C:9]([Br:15])=[CH:8]2.O.[NH2:19][NH2:20], predict the reaction product. The product is: [Br:15][C:9]1[CH:10]=[N:11][C:12]2[C:7]([CH:8]=1)=[C:6]([F:16])[C:5]([CH2:4][C:3]([NH:19][NH2:20])=[O:2])=[CH:14][CH:13]=2. (6) Given the reactants Br[C:2]1[N:7]=[C:6]2[N:8]([CH:12]3[CH2:17][CH2:16][CH2:15][CH2:14][O:13]3)[N:9]=[C:10]([CH3:11])[C:5]2=[C:4]([CH2:18][OH:19])[CH:3]=1.[CH3:20][O:21][CH2:22][O:23][C:24]1[CH:29]=[CH:28][C:27](B(O)O)=[CH:26][CH:25]=1.C(=O)([O-])[O-].[K+].[K+].O, predict the reaction product. The product is: [CH3:20][O:21][CH2:22][O:23][C:24]1[CH:29]=[CH:28][C:27]([C:2]2[N:7]=[C:6]3[N:8]([CH:12]4[CH2:17][CH2:16][CH2:15][CH2:14][O:13]4)[N:9]=[C:10]([CH3:11])[C:5]3=[C:4]([CH2:18][OH:19])[CH:3]=2)=[CH:26][CH:25]=1. (7) Given the reactants [N:1]1([C:10]([O:12][C:13]([CH3:16])([CH3:15])[CH3:14])=[O:11])[CH2:5]C=C[C@H:2]1[C:6](OC)=[O:7].[CH3:17][N+]1([O-])CCOCC1.[H-].[H-].[H-].[H-].[Li+].[Al+3].[O:31]1[CH2:36][CH2:35][O:34][CH2:33][CH2:32]1.O, predict the reaction product. The product is: [OH:7][CH2:6][C@H:2]1[N:1]([C:10]([O:12][C:13]([CH3:16])([CH3:15])[CH3:14])=[O:11])[CH2:5][C@@H:36]2[O:31][C:33]([CH3:32])([CH3:17])[O:34][C@H:35]12. (8) Given the reactants [O:1]([C:8]1[CH:9]=[C:10]2[C:20](=[CH:21][CH:22]=1)[O:19][C:13]1([CH2:18][CH2:17][CH2:16][O:15][CH2:14]1)[CH2:12][C:11]2=O)[C:2]1[CH:7]=[CH:6][CH:5]=[CH:4][CH:3]=1.C(N(CC)CC)C.C[Si]([N:35]=[C:36]=[N:37][Si](C)(C)C)(C)C, predict the reaction product. The product is: [O:1]([C:8]1[CH:9]=[C:10]2[C:20](=[CH:21][CH:22]=1)[O:19][C:13]1([CH2:18][CH2:17][CH2:16][O:15][CH2:14]1)[CH2:12]/[C:11]/2=[N:37]\[C:36]#[N:35])[C:2]1[CH:7]=[CH:6][CH:5]=[CH:4][CH:3]=1. (9) Given the reactants [CH:1]1([NH:5][C:6]2[CH:14]=[CH:13][C:12]([F:15])=[CH:11][C:7]=2[C:8]([OH:10])=O)[CH2:4][CH2:3][CH2:2]1.[CH3:16][C:17]([NH2:21])([C:19]#[CH:20])[CH3:18].CCN=C=NCCCN(C)C.CCN(C(C)C)C(C)C.C1C=CC2N(O)N=NC=2C=1, predict the reaction product. The product is: [CH:1]1([NH:5][C:6]2[CH:14]=[CH:13][C:12]([F:15])=[CH:11][C:7]=2[C:8]([NH:21][C:17]([CH3:18])([C:19]#[CH:20])[CH3:16])=[O:10])[CH2:2][CH2:3][CH2:4]1. (10) Given the reactants P([O-])([O-])([O-])=[O:2].[K+].[K+].[K+].[Cl:9][C:10]1[C:11]([C:29]2[N:34]=[C:33]([O:35][CH2:36][C:37]3([C:43]#[N:44])[CH2:42][CH2:41][O:40][CH2:39][CH2:38]3)[CH:32]=[N:31][CH:30]=2)=[CH:12][C:13]([NH:16][C@H:17]2[CH2:22][CH2:21][C@H:20]([NH:23][C@H:24]([CH3:28])[CH2:25][O:26][CH3:27])[CH2:19][CH2:18]2)=[N:14][CH:15]=1, predict the reaction product. The product is: [Cl:9][C:10]1[C:11]([C:29]2[N:34]=[C:33]([O:35][CH2:36][C:37]3([C:43]#[N:44])[CH2:38][CH2:39][O:40][CH2:41][CH2:42]3)[C:32](=[O:2])[NH:31][CH:30]=2)=[CH:12][C:13]([NH:16][C@H:17]2[CH2:22][CH2:21][C@H:20]([NH:23][C@H:24]([CH3:28])[CH2:25][O:26][CH3:27])[CH2:19][CH2:18]2)=[N:14][CH:15]=1.